From a dataset of NCI-60 drug combinations with 297,098 pairs across 59 cell lines. Regression. Given two drug SMILES strings and cell line genomic features, predict the synergy score measuring deviation from expected non-interaction effect. (1) Drug 1: C1CC(=O)NC(=O)C1N2CC3=C(C2=O)C=CC=C3N. Drug 2: CC12CCC3C(C1CCC2=O)CC(=C)C4=CC(=O)C=CC34C. Cell line: HL-60(TB). Synergy scores: CSS=60.8, Synergy_ZIP=-3.39, Synergy_Bliss=-14.3, Synergy_Loewe=-32.0, Synergy_HSA=-13.2. (2) Drug 1: CC1=C(C=C(C=C1)NC2=NC=CC(=N2)N(C)C3=CC4=NN(C(=C4C=C3)C)C)S(=O)(=O)N.Cl. Drug 2: C1C(C(OC1N2C=C(C(=O)NC2=O)F)CO)O. Cell line: NCI-H322M. Synergy scores: CSS=20.0, Synergy_ZIP=6.61, Synergy_Bliss=12.2, Synergy_Loewe=-4.60, Synergy_HSA=8.03. (3) Drug 1: CC1=C(C=C(C=C1)NC(=O)C2=CC=C(C=C2)CN3CCN(CC3)C)NC4=NC=CC(=N4)C5=CN=CC=C5. Drug 2: CC1C(C(CC(O1)OC2CC(OC(C2O)C)OC3=CC4=CC5=C(C(=O)C(C(C5)C(C(=O)C(C(C)O)O)OC)OC6CC(C(C(O6)C)O)OC7CC(C(C(O7)C)O)OC8CC(C(C(O8)C)O)(C)O)C(=C4C(=C3C)O)O)O)O. Cell line: SF-268. Synergy scores: CSS=37.5, Synergy_ZIP=1.65, Synergy_Bliss=0.695, Synergy_Loewe=-35.8, Synergy_HSA=-1.87. (4) Drug 1: CC1=C(C=C(C=C1)NC2=NC=CC(=N2)N(C)C3=CC4=NN(C(=C4C=C3)C)C)S(=O)(=O)N.Cl. Drug 2: CC1=CC2C(CCC3(C2CCC3(C(=O)C)OC(=O)C)C)C4(C1=CC(=O)CC4)C. Cell line: SF-295. Synergy scores: CSS=9.42, Synergy_ZIP=0.335, Synergy_Bliss=6.78, Synergy_Loewe=3.51, Synergy_HSA=4.00. (5) Drug 1: CC1=CC=C(C=C1)C2=CC(=NN2C3=CC=C(C=C3)S(=O)(=O)N)C(F)(F)F. Drug 2: CS(=O)(=O)CCNCC1=CC=C(O1)C2=CC3=C(C=C2)N=CN=C3NC4=CC(=C(C=C4)OCC5=CC(=CC=C5)F)Cl. Cell line: UACC-257. Synergy scores: CSS=-1.89, Synergy_ZIP=1.10, Synergy_Bliss=-0.744, Synergy_Loewe=-4.38, Synergy_HSA=-5.26. (6) Drug 1: CC1OCC2C(O1)C(C(C(O2)OC3C4COC(=O)C4C(C5=CC6=C(C=C35)OCO6)C7=CC(=C(C(=C7)OC)O)OC)O)O. Drug 2: CC1=C(C(CCC1)(C)C)C=CC(=CC=CC(=CC(=O)O)C)C. Cell line: HOP-92. Synergy scores: CSS=41.7, Synergy_ZIP=3.52, Synergy_Bliss=5.28, Synergy_Loewe=7.30, Synergy_HSA=9.57. (7) Drug 1: CC1C(C(CC(O1)OC2CC(CC3=C2C(=C4C(=C3O)C(=O)C5=C(C4=O)C(=CC=C5)OC)O)(C(=O)CO)O)N)O.Cl. Drug 2: C1=CC(=C2C(=C1NCCNCCO)C(=O)C3=C(C=CC(=C3C2=O)O)O)NCCNCCO. Cell line: MCF7. Synergy scores: CSS=30.7, Synergy_ZIP=3.30, Synergy_Bliss=3.03, Synergy_Loewe=-4.79, Synergy_HSA=4.25. (8) Drug 1: CCC(=C(C1=CC=CC=C1)C2=CC=C(C=C2)OCCN(C)C)C3=CC=CC=C3.C(C(=O)O)C(CC(=O)O)(C(=O)O)O. Drug 2: CC=C1C(=O)NC(C(=O)OC2CC(=O)NC(C(=O)NC(CSSCCC=C2)C(=O)N1)C(C)C)C(C)C. Cell line: SNB-75. Synergy scores: CSS=33.1, Synergy_ZIP=-1.11, Synergy_Bliss=-1.02, Synergy_Loewe=-0.0593, Synergy_HSA=-0.0989. (9) Drug 1: CC1CCC2CC(C(=CC=CC=CC(CC(C(=O)C(C(C(=CC(C(=O)CC(OC(=O)C3CCCCN3C(=O)C(=O)C1(O2)O)C(C)CC4CCC(C(C4)OC)OCCO)C)C)O)OC)C)C)C)OC. Drug 2: CC1=C(N=C(N=C1N)C(CC(=O)N)NCC(C(=O)N)N)C(=O)NC(C(C2=CN=CN2)OC3C(C(C(C(O3)CO)O)O)OC4C(C(C(C(O4)CO)O)OC(=O)N)O)C(=O)NC(C)C(C(C)C(=O)NC(C(C)O)C(=O)NCCC5=NC(=CS5)C6=NC(=CS6)C(=O)NCCC[S+](C)C)O. Cell line: CCRF-CEM. Synergy scores: CSS=29.9, Synergy_ZIP=0.898, Synergy_Bliss=8.76, Synergy_Loewe=-6.77, Synergy_HSA=2.61.